From a dataset of Catalyst prediction with 721,799 reactions and 888 catalyst types from USPTO. Predict which catalyst facilitates the given reaction. (1) Reactant: [CH2:1]([O:3][C:4]1[CH:23]=[CH:22][C:7]([CH2:8][O:9][C:10]2[CH:11]=[CH:12][C:13]3[O:17][C:16]([C:18](=[O:20])[CH3:19])=[CH:15][C:14]=3[CH:21]=2)=[CH:6][CH:5]=1)[CH3:2].[BH4-].[Na+].O. Product: [CH2:1]([O:3][C:4]1[CH:23]=[CH:22][C:7]([CH2:8][O:9][C:10]2[CH:11]=[CH:12][C:13]3[O:17][C:16]([CH:18]([OH:20])[CH3:19])=[CH:15][C:14]=3[CH:21]=2)=[CH:6][CH:5]=1)[CH3:2]. The catalyst class is: 5. (2) The catalyst class is: 20. Reactant: [CH2:1]([N:8]1[C:16]2[C:11](=[C:12]([O:17][C:18]([F:27])([C:23]([Br:26])([F:25])[F:24])[C:19]([O:21]C)=[O:20])[CH:13]=[CH:14][CH:15]=2)[CH:10]=[C:9]1[CH3:28])[C:2]1[CH:7]=[CH:6][CH:5]=[CH:4][CH:3]=1.O.[OH-].[Li+]. Product: [CH2:1]([N:8]1[C:16]2[C:11](=[C:12]([O:17][C:18]([F:27])([C:23]([Br:26])([F:24])[F:25])[C:19]([OH:21])=[O:20])[CH:13]=[CH:14][CH:15]=2)[CH:10]=[C:9]1[CH3:28])[C:2]1[CH:3]=[CH:4][CH:5]=[CH:6][CH:7]=1. (3) Reactant: [OH:1][C:2]1[NH:7][C:6](=[O:8])[N:5]([CH2:9][C:10]2[CH:15]=[CH:14][CH:13]=[CH:12][CH:11]=2)[C:4](=[O:16])[C:3]=1[C:17]([NH:19][CH2:20][C:21]([O:23]CC)=[O:22])=[O:18].CI.[C:28](=O)([O-])[O-].[Na+].[Na+].Cl. Product: [OH:1][C:2]1[N:7]([CH3:28])[C:6](=[O:8])[N:5]([CH2:9][C:10]2[CH:15]=[CH:14][CH:13]=[CH:12][CH:11]=2)[C:4](=[O:16])[C:3]=1[C:17]([NH:19][CH2:20][C:21]([OH:23])=[O:22])=[O:18]. The catalyst class is: 9. (4) Reactant: [Cl:1][C:2]1[CH:9]=[C:8]([CH2:10][N:11]2[CH2:15][CH2:14][CH2:13][CH2:12]2)[CH:7]=[CH:6][C:3]=1[CH:4]=O.[Br:16][C:17](Br)(Br)[Br:18].C1(P(C2C=CC=CC=2)C2C=CC=CC=2)C=CC=CC=1. Product: [Cl:1][C:2]1[CH:9]=[C:8]([CH2:10][N:11]2[CH2:15][CH2:14][CH2:13][CH2:12]2)[CH:7]=[CH:6][C:3]=1[CH:4]=[C:17]([Br:18])[Br:16]. The catalyst class is: 2. (5) Reactant: [CH3:1][C:2]1([CH3:15])[C:11]2[C:6]3=[C:7]([NH:12][C:13](=[O:14])[N:5]3[CH2:4][CH2:3]1)[CH:8]=[CH:9][CH:10]=2.[H-].[Na+].Br[CH2:19]/[CH:20]=[CH:21]/[C@H:22]1[CH2:26][O:25][C:24]([CH3:28])([CH3:27])[O:23]1.O. Product: [CH3:27][C:24]1([CH3:28])[O:23][C@@H:22](/[CH:21]=[CH:20]/[CH2:19][N:12]2[C:7]3=[C:6]4[C:11](=[CH:10][CH:9]=[CH:8]3)[C:2]([CH3:15])([CH3:1])[CH2:3][CH2:4][N:5]4[C:13]2=[O:14])[CH2:26][O:25]1. The catalyst class is: 3. (6) Reactant: [C:1]1([CH:7]([C:16]2[CH:21]=[CH:20][C:19](B3OC(C)(C)C(C)(C)O3)=[CH:18][CH:17]=2)[NH:8][C:9](=[O:15])[O:10][C:11]([CH3:14])([CH3:13])[CH3:12])[CH:6]=[CH:5][CH:4]=[CH:3][CH:2]=1.I[C:32]1[C:40]2[C:35](=[N:36][CH:37]=[N:38][C:39]=2[NH2:41])[N:34]([C@H:42]2[CH2:47][CH2:46][C@@H:45]([N:48]3[CH2:53][CH2:52][N:51]([CH3:54])[CH2:50][CH2:49]3)[CH2:44][CH2:43]2)[N:33]=1.O.C(=O)([O-])[O-].[Na+].[Na+]. The catalyst class is: 149. Product: [NH2:41][C:39]1[N:38]=[CH:37][N:36]=[C:35]2[N:34]([C@H:42]3[CH2:47][CH2:46][C@@H:45]([N:48]4[CH2:49][CH2:50][N:51]([CH3:54])[CH2:52][CH2:53]4)[CH2:44][CH2:43]3)[N:33]=[C:32]([C:19]3[CH:18]=[CH:17][C:16]([CH:7]([C:1]4[CH:2]=[CH:3][CH:4]=[CH:5][CH:6]=4)[NH:8][C:9](=[O:15])[O:10][C:11]([CH3:14])([CH3:13])[CH3:12])=[CH:21][CH:20]=3)[C:40]=12.